Dataset: Catalyst prediction with 721,799 reactions and 888 catalyst types from USPTO. Task: Predict which catalyst facilitates the given reaction. (1) Reactant: [CH3:1][N:2]1[C:11]2[C:6](=[CH:7][CH:8]=[CH:9][CH:10]=2)[CH:5]([NH:12][C:13]([NH:15][C:16]2[CH:24]=[CH:23][CH:22]=[C:21]3[C:17]=2[CH:18]=[N:19][N:20]3C(OC)=O)=[O:14])[CH2:4][CH2:3]1.O. Product: [NH:20]1[C:21]2[C:17](=[C:16]([NH:15][C:13]([NH:12][CH:5]3[C:6]4[C:11](=[CH:10][CH:9]=[CH:8][CH:7]=4)[N:2]([CH3:1])[CH2:3][CH2:4]3)=[O:14])[CH:24]=[CH:23][CH:22]=2)[CH:18]=[N:19]1. The catalyst class is: 562. (2) Reactant: [C:1]([O:5][C:6]([N:8]1[CH2:13][CH2:12][N:11]([CH2:14][C:15]2[CH:20]=[CH:19][CH:18]=[C:17]([OH:21])[CH:16]=2)[CH2:10][CH2:9]1)=[O:7])([CH3:4])([CH3:3])[CH3:2].C(=O)([O-])[O-].[Cs+].[Cs+].Cl[C:29]1[N:34]=[CH:33][CH:32]=[CH:31][N:30]=1.O. Product: [C:1]([O:5][C:6]([N:8]1[CH2:9][CH2:10][N:11]([CH2:14][C:15]2[CH:20]=[CH:19][CH:18]=[C:17]([O:21][C:29]3[N:34]=[CH:33][CH:32]=[CH:31][N:30]=3)[CH:16]=2)[CH2:12][CH2:13]1)=[O:7])([CH3:4])([CH3:2])[CH3:3]. The catalyst class is: 16. (3) Reactant: [C:1]([N:4]1[C:13]2[C:8](=[CH:9][C:10](Br)=[CH:11][CH:12]=2)[C@H:7]([NH:15][C:16](=[O:21])[O:17][CH:18]([CH3:20])[CH3:19])[CH2:6][C@@H:5]1[CH3:22])(=[O:3])[CH3:2].[CH2:23]([O:25][C:26]([C:28]1[CH:33]=[CH:32][C:31](B(O)O)=[CH:30][CH:29]=1)=[O:27])[CH3:24].C([O-])([O-])=O.[Na+].[Na+]. Product: [C:1]([N:4]1[C:13]2[C:8](=[CH:9][C:10]([C:31]3[CH:32]=[CH:33][C:28]([C:26]([O:25][CH2:23][CH3:24])=[O:27])=[CH:29][CH:30]=3)=[CH:11][CH:12]=2)[C@H:7]([NH:15][C:16]([O:17][CH:18]([CH3:20])[CH3:19])=[O:21])[CH2:6][C@@H:5]1[CH3:22])(=[O:3])[CH3:2]. The catalyst class is: 104.